This data is from Full USPTO retrosynthesis dataset with 1.9M reactions from patents (1976-2016). The task is: Predict the reactants needed to synthesize the given product. (1) The reactants are: [CH3:1][C:2]([CH3:7])([CH3:6])[C:3]([NH2:5])=[O:4].C(Cl)(=O)[C:9](Cl)=[O:10].[NH2:14][C:15]1[N:20]=[CH:19][C:18]([O:21][C:22]2[CH:27]=[CH:26][N:25]=[C:24]([C:28]([NH:30][CH:31]3[CH2:33][CH2:32]3)=[O:29])[CH:23]=2)=[CH:17][CH:16]=1.CCN(C(C)C)C(C)C. Given the product [CH:31]1([NH:30][C:28](=[O:29])[C:24]2[CH:23]=[C:22]([O:21][C:18]3[CH:19]=[N:20][C:15]([NH:14][C:9]([NH:5][C:3](=[O:4])[C:2]([CH3:7])([CH3:6])[CH3:1])=[O:10])=[CH:16][CH:17]=3)[CH:27]=[CH:26][N:25]=2)[CH2:32][CH2:33]1, predict the reactants needed to synthesize it. (2) Given the product [ClH:39].[NH2:7][C@H:8]([C:14]([N:16]1[CH2:20][CH2:19][C:18]([F:21])([F:22])[CH2:17]1)=[O:15])[CH2:9][CH2:10][CH2:11][CH2:12][NH:13][C:37]([C:35]1[N:36]=[C:32]([C:29]2[CH:30]=[CH:31][C:26]([O:25][CH3:24])=[CH:27][CH:28]=2)[O:33][C:34]=1[CH3:40])=[O:38], predict the reactants needed to synthesize it. The reactants are: C(OC(=O)[NH:7][C@H:8]([C:14]([N:16]1[CH2:20][CH2:19][C:18]([F:22])([F:21])[CH2:17]1)=[O:15])[CH2:9][CH2:10][CH2:11][CH2:12][NH2:13])(C)(C)C.[CH3:24][O:25][C:26]1[CH:31]=[CH:30][C:29]([C:32]2[O:33][C:34]([CH3:40])=[C:35]([C:37]([Cl:39])=[O:38])[N:36]=2)=[CH:28][CH:27]=1. (3) Given the product [C:1]([NH:8][C@H:9]([C:14]([OH:16])=[O:15])[CH2:10][CH:11]([CH3:12])[CH3:13])([O:3][C:4]([CH3:6])([CH3:5])[CH3:7])=[O:2].[CH3:27][N:28]([O:29][CH3:30])[C:23](=[O:25])[C@H:18]([CH2:19][CH:20]([CH3:22])[CH3:21])[NH2:17], predict the reactants needed to synthesize it. The reactants are: [C:1]([NH:8][C@H:9]([C:14]([OH:16])=[O:15])[CH2:10][CH:11]([CH3:13])[CH3:12])([O:3][C:4]([CH3:7])([CH3:6])[CH3:5])=[O:2].[NH2:17][C@H:18]([C:23]([OH:25])=O)[CH2:19][CH:20]([CH3:22])[CH3:21].Cl.[CH3:27][NH:28][O:29][CH3:30].O.ON1C2C=CC=CC=2N=N1.CN1CCOCC1.Cl.C(N=C=NCCCN(C)C)C. (4) The reactants are: Cl[C:2]1[N:3]=[CH:4][C:5](I)=[C:6]2[C:11]=1[N:10]=[C:9]([CH3:12])[CH:8]=[CH:7]2.[CH3:14][O:15][C:16]1[CH:17]=[N:18][CH:19]=[C:20](B2OC(C)(C)C(C)(C)O2)[CH:21]=1.[NH2:31][C:32]1[S:33][CH:34]=[C:35]([CH3:37])[N:36]=1. Given the product [CH3:14][O:15][C:16]1[CH:21]=[C:20]([C:5]2[CH:4]=[N:3][C:2]([NH:31][C:32]3[S:33][CH:34]=[C:35]([CH3:37])[N:36]=3)=[C:11]3[C:6]=2[CH:7]=[CH:8][C:9]([CH3:12])=[N:10]3)[CH:19]=[N:18][CH:17]=1, predict the reactants needed to synthesize it.